From a dataset of Forward reaction prediction with 1.9M reactions from USPTO patents (1976-2016). Predict the product of the given reaction. (1) The product is: [Cl:1][C:2]1[C:3]([C:21]2[CH:26]=[CH:25][CH:24]=[CH:23][N:22]=2)=[N:4][C:5]([N:8]2[CH2:9][CH2:10][N:11]([S:14]([CH2:17][CH2:18][OH:19])(=[O:16])=[O:15])[CH2:12][CH2:13]2)=[CH:6][CH:7]=1. Given the reactants [Cl:1][C:2]1[C:3]([C:21]2[CH:26]=[CH:25][CH:24]=[CH:23][N:22]=2)=[N:4][C:5]([N:8]2[CH2:13][CH2:12][N:11]([S:14]([CH2:17][CH2:18][O:19]C)(=[O:16])=[O:15])[CH2:10][CH2:9]2)=[CH:6][CH:7]=1.B(Br)(Br)Br, predict the reaction product. (2) Given the reactants [C:1]([NH:4][C:5]1[CH:22]=[CH:21][C:8]2[O:9][C:10]3[CH:16]=[C:15]([NH:17][C:18](=[O:20])[CH3:19])[CH:14]=[CH:13][C:11]=3[O:12][C:7]=2[CH:6]=1)(=[O:3])[CH3:2].I[C:24]1[CH:29]=[CH:28][CH:27]=[CH:26][CH:25]=1.C(=O)([O-])[O-].[K+].[K+].N1[C:45]2[C:40](=[CH:41][CH:42]=[CH:43][CH:44]=2)C=CC=1, predict the reaction product. The product is: [C:24]1([CH2:19][C:18]([NH:17][C:15]2[CH:14]=[CH:13][C:11]3[O:12][C:7]4[CH:6]=[C:5]([NH:4][C:1](=[O:3])[CH2:2][C:40]5[CH:45]=[CH:44][CH:43]=[CH:42][CH:41]=5)[CH:22]=[CH:21][C:8]=4[O:9][C:10]=3[CH:16]=2)=[O:20])[CH:29]=[CH:28][CH:27]=[CH:26][CH:25]=1. (3) Given the reactants [NH2:1][C:2]1[S:3][CH:4]=[C:5]([C:7]2[CH:12]=[CH:11][CH:10]=[C:9]([N+:13]([O-:15])=[O:14])[CH:8]=2)[N:6]=1.[Cl:16][C:17]1[CH:22]=[C:21]([Cl:23])[CH:20]=[C:19]([Cl:24])[C:18]=1[S:25](Cl)(=[O:27])=[O:26], predict the reaction product. The product is: [Cl:16][C:17]1[CH:22]=[C:21]([Cl:23])[CH:20]=[C:19]([Cl:24])[C:18]=1[S:25]([NH:1][C:2]1[S:3][CH:4]=[C:5]([C:7]2[CH:12]=[CH:11][CH:10]=[C:9]([N+:13]([O-:15])=[O:14])[CH:8]=2)[N:6]=1)(=[O:27])=[O:26]. (4) Given the reactants [C:1]([NH:4][C:5]([CH2:16][C:17](=[O:39])[C:18]1[CH:23]=[CH:22][C:21]([O:24][C:25]2[CH:30]=[CH:29][C:28]([C:31]3[N:32]=[C:33]([CH2:36][CH2:37][CH3:38])[O:34][CH:35]=3)=[CH:27][CH:26]=2)=[CH:20][CH:19]=1)([C:11](OCC)=[O:12])[C:6](OCC)=[O:7])(=[O:3])[CH3:2].OP([O-])([O-])=O.[K+].[K+].[BH4-].[Na+].[OH-].[Na+], predict the reaction product. The product is: [OH:7][CH2:6][C:5]([NH:4][C:1](=[O:3])[CH3:2])([CH2:11][OH:12])[CH2:16][CH:17]([OH:39])[C:18]1[CH:23]=[CH:22][C:21]([O:24][C:25]2[CH:30]=[CH:29][C:28]([C:31]3[N:32]=[C:33]([CH2:36][CH2:37][CH3:38])[O:34][CH:35]=3)=[CH:27][CH:26]=2)=[CH:20][CH:19]=1. (5) Given the reactants Cl[C:2]1[N:7]=[C:6]([NH:8][C:9]([C:11]2([C:14]3[CH:24]=[CH:23][C:17]4[O:18][C:19]([F:22])([F:21])[O:20][C:16]=4[CH:15]=3)[CH2:13][CH2:12]2)=[O:10])[CH:5]=[C:4]([CH3:25])[C:3]=1[CH3:26].[CH3:27][O:28][C:29]1[N:34]=[CH:33][C:32](B(O)O)=[CH:31][CH:30]=1.C([O-])([O-])=O.[Na+].[Na+], predict the reaction product. The product is: [F:21][C:19]1([F:22])[O:18][C:17]2[CH:23]=[CH:24][C:14]([C:11]3([C:9]([NH:8][C:6]4[N:7]=[C:2]([C:32]5[CH:33]=[N:34][C:29]([O:28][CH3:27])=[CH:30][CH:31]=5)[C:3]([CH3:26])=[C:4]([CH3:25])[CH:5]=4)=[O:10])[CH2:13][CH2:12]3)=[CH:15][C:16]=2[O:20]1. (6) Given the reactants CN(C(ON1N=NC2C=CC=NC1=2)=[N+](C)C)C.F[P-](F)(F)(F)(F)F.[I:25][C:26]1[NH:30][C:29]([C@@H:31]2[CH2:36][C@@H:35]3[C@@H:33]([CH2:34]3)[NH:32]2)=[N:28][CH:27]=1.[CH3:37][O:38][C:39]([NH:41][C@@H:42]([CH:46]1[CH2:51][CH2:50][O:49][CH2:48][CH2:47]1)[C:43](O)=[O:44])=[O:40].CCN(C(C)C)C(C)C, predict the reaction product. The product is: [I:25][C:26]1[NH:30][C:29]([C@@H:31]2[CH2:36][C@@H:35]3[C@@H:33]([CH2:34]3)[N:32]2[C:43](=[O:44])[C@@H:42]([NH:41][C:39](=[O:40])[O:38][CH3:37])[CH:46]2[CH2:51][CH2:50][O:49][CH2:48][CH2:47]2)=[N:28][CH:27]=1.